Token-level Classification. Given an antigen amino acid sequence, predict which amino acid positions are active epitope sites capable of antibody binding. Output is a list of indices for active positions. From a dataset of B-cell epitopes from IEDB database with 3,159 antigens for binding position prediction. (1) Given the antigen sequence: RQLTFREKSRIIQEVEENPDLRKGEIARRFNIPPSTLSTILKNKRAILASERKYGVASTCRKTNKLSPYDKLEGLLIAWFQQIRAAGLPVKGIILKEKALRIAEELGMDDFTASNGWLDRFRRRHGVVSCSGVARARARNAAPRTPAAPASPAAVPSEGSGGSTTGWRAREEQPPSVAEGYASQDVFSATETSLWYDFLPDQAAGLCGGDGRPRQATQRLSVLLCANADGSEKLPPLVAGKSAKPRAGQAGLPCDYTANSKGGVTTQALAKYLKALDTRMAAESRRVLLLAGRLAAQSLDTSGLRHVQLAFFPPGTVHPLERGVVQQVKGHYRQAMLLKAMAALEGQDPSGLQLGLTEALHFVAAAWQAVEPSDIAACFREAGFGGGPNATITTSLKSEGEEEEEEEEEEEEEEGEGEEEEEEGEEEEEEGGEGEELGEEEEVEEEGDVDSDEEEEEDEESSSEGLEAEDWAQGVVEAGGSFGAYGAQEEAQCPTLHFLE..., which amino acid positions are active epitope sites? The epitope positions are: [480, 481, 482, 483, 484, 485, 486, 487, 488, 489, 490, 491, 492]. The amino acids at these positions are: SFGAYGAQEEAQC. (2) Given the antigen sequence: GSCVTTMAKNKPTLDFELIKTEAKQPATLRKYCIEAKLTNTTTESRCPTQGEPSLNEEQDKRFLCKHSMVDRGWGNGCGLFGKGGIVTCAMFTCKKNMEGKVVLPENLEYTIVITPHSGEEHAVGNDTGKHGKEIKITPQSSITEAELTGYGTVTMECSPRTGLDFNEMVLLQMEDKAWLVHRQWFLDLPLPWLPGADTQGSNWIQKETLVTFKNPHAKKQDVVVLGSQEGAMHTALTGATEIQMSSGNLLFTGHLKCRLRMDKLQLKGMSYSMCTGKFKILKEIAETQHGTIVIRVQYEGDGSPCKIPFEIMDLEKRHVLGRLITVNPIVTEKDSPVNIEAEPPFGDSYIIIGVEPGQLKLSWFKKGSSIGQMFETTMRGAKRMAILGDTAWDFGSLGGVFTSIGKALHQVFGAIYGAAFSGVSWTMKILIGVIITWIGMNSRSTSLSVSLVLVGVVTLYLGAMVQA, which amino acid positions are active epitope sites? The epitope positions are: [198, 199, 200, 201, 202, 203, 204, 205]. The amino acids at these positions are: TQGSNWIQ. (3) The epitope positions are: [168, 169, 170, 171, 172, 173, 174, 175, 176, 177, 178]. The amino acids at these positions are: TNGTSGRTPVL. Given the antigen sequence: MGILGWVGLIAVGVLCVRGGLSSTEYVIRSRVAREVGDILKVPCVPLPSDDLDWRYETPSAINYALIDGIFLRYHCPGLDTVLWDRHAQKAYWVNPFLFVAGFLEDLSHPAFPANTQETETRLALYKEIRQALDSRKQAASHTPVKAGCVNFDYSRTRRCVGRQDLGPTNGTSGRTPVLPPDDEAGLQPKPLTTPPPIIATSDPTPRRDAATKSRRRRPHSRRL, which amino acid positions are active epitope sites? (4) Given the antigen sequence: MDAGARYMRLTGKENWVEVTMDGEKERKREGFTAGQQGKYQPQVSKQIGNRNTNPCFAYKGIFLWRISLTMWILLGINMCVSAEDYITLISDPYGFSPIKNVSGVPVTCVTKEFAKWGCQPLGAYPDPEIEYRNVSQEVVKEVYQENWPWNTYHWPLWQMENVRYWLKENMQENQQRKNNTKEGIEELLAGTIRGRFCVPYPFALLKCTKWCWYTAAINNESGKAGKIKINCTEARAVSCTEDMPLASIQRAYWDEKDRESMAFMNIKACDSNLRCQKRPGGCMEGYPIPVGAEIIPESMKYLRGAKSQYGGIKDKNGELKLPLTLRVWVKLANVSEWVNGTPPDWQDRINGSKGINGTLWGELNSMHHLGFALSQNGKWCNYTGEIKLGQETFQYHYKPNWNCTGNWTQYPVWQVIRNLDMVEHMTGECVQRPQRHNITVGNGTITGNCSTTNWDGCNCSRSGNYLYNSSEGGLLLILCRQNSTLTRILGTNTNWTTMW..., which amino acid positions are active epitope sites? The epitope positions are: [606, 607, 608, 609, 610, 611, 612, 613, 614, 615, 616, 617, 618, 619, 620, 621]. The amino acids at these positions are: EMPENYAKTRIINRKK. (5) The epitope positions are: [7, 8, 9, 10, 11, 12, 13, 14, 15, 16, 17, 18, 19, 20, 21, 22, 23, 24, 25, 26]. The amino acids at these positions are: NCPYVSYGKFCIKPDGSIST. Given the antigen sequence: SVNGNVTNCPYVSYGKFCIKPDGSISTIVPKELEQFMAPLFNVTENVLIPNSFNLTVTDEYIQTRMDKVQINCLQYVCGTSFECRKLFQQYGPVCDNILSIVNSVGQKEDMELLYFYSSTKPAGFNTPVLSNVSTGEFNISLMLTPPSSPTGRSFIEDLLFTSVESVGLPTDDAYKKCTAGPLGFLKDLACAREYNGLLVLPPIITAEMQTLYTSSLVASMALGGITAAGAIPFATQIQARINHLGITQSILLKNQEKIAASFNKAIGHMQEGFRSTSLALQQIQDVVNKQSAILTETMQSLNKNFGAISSVIQDIYQQLDAIQADAQVDRLITGRLSSLSVLASAKQAEYLKVSQQRELATQKINECVKSQSTRYSFCGNGRHVLTIPQNAPNGIVFIHFTYTPESFVNVTAIVGFCVNPANASQYAIVPANGRGIFIQANDTYYITARDMYMPRSITAGDVVTLTSCQANYVSVNKTVINTFVENDDFDFDDELSKWW..., which amino acid positions are active epitope sites? (6) Given the antigen sequence: MDVSQFAESKGVKTALEAAALAAANTALRNARVVTPYLTQQQTKNLLELFRGAQLRFEPRDNWAHPVQRVVHDALEQYVRRAAGPNCLEVGAHPRSINRHQASHRCFLPPVGRDEQRWQVAPRRGLCNLIRRALLNGVKVTREFCQLGFGSCSHQCEVGIALYSLHDMRPADVACAMARHNMRTLYVVLHLPEEAMLPPGSYSNKFYNTVNTTDKCIVTYADDSCAGYVHKREVLQDWITTTGVSGRHPMLIERVRAIGCHFVLLCTATQPCPMPYTPYPSSNTVYVRNVYGPALGAGLFTPKCCVDAVSYPVPRRVWQRLMMFGTTLDDDALCCSRLLTYLRGISTKVTVGNIVANEGWQPEEQQLTAVAIAAYLTVCHQRWIRTQGIARGVRRLQAEHAQQFWFKVWELFTNTGTVPGYSAGFYRQLATWISGGLTIDFERRVYDKRVKCGCCCACDRRPAETACLCVDDFPDGANGLVKLKKWPIRAGTKSAVSKWA..., which amino acid positions are active epitope sites? The epitope positions are: [338, 339, 340, 341, 342, 343, 344, 345, 346, 347, 348, 349, 350, 351, 352, 353, 354]. The amino acids at these positions are: LTYLRGISTKVTVGNIV. (7) Given the antigen sequence: MAAPALSWRLPLLILLLPLATSWASAAVNGTSQFTCFYNSRANISCVWSQDGALQDTSCQVHAWPDRRRWNQTCELLPVSQASWACNLILGAPDSQKLTTVDIVTLRVLCREGVRWRVMAIQDFKPFENLRLMAPISLQVVHVETH, which amino acid positions are active epitope sites? The epitope positions are: [110, 111, 112, 113, 114, 115, 116, 117, 118, 119, 120, 121]. The amino acids at these positions are: REGVRWRVMAIQ. (8) The epitope positions are: [483, 484, 485, 486, 487, 488, 489, 490]. The amino acids at these positions are: LAQELEKE. Given the antigen sequence: MTSATEFENVGNQPPYSRINARWDAPDDELDNDNSSARLFERSRIKALADEREVVQKKTFTKWVNSHLARVSCRITDLYKDLRDGRMLIKLLEVLSGEMLPKPTKGKMRIHCLENVDKALQFLKEQRVHLENMGSHDIVDGNHRLVLGLIWTIILRFQIQDIVVQTQEGRETRSAKDALLLWCQMKTAGYPHVNVTNFTSSWKDGLAFNALIHKHRPDLIDFDKLKDSNARHNLEHAFNVAERQLGIIPLLDPEDVFTENPDEKSIITYVVAFYHYFSKMKVLAVEGKRVGKVIDHAIETEKMIEKYSGLASDLLTWIEQTITVLNSRKFANSLTGVQQQLQAFSTYRTVEKPPKFQEKGNLEVLLFTIQSRMRANNQKVYTPHDGKLVSDINRAWESLEEAEYRRELALRNELIRQEKLEQLARRFDRKAAMRETWLSENQRLVAQDNFGYDLAAVEAAKKKHEAIETDTAAYEERVRALEDLAQELEKENYHDQKRIT..., which amino acid positions are active epitope sites? (9) Given the antigen sequence: MSETAPAETATPAPVEKSPAKKKATKKAAGAGAAKRKATGPPVSELITKAVAASKERNGLSLAALKKALAAGGYDVEKNNSRIKLGLKSLVSKGTLVQTKGTGASGSFKLNKKAASGEAKPKAKKAGAAKAKKPAGATPKKAKKAAGAKKAVKKTPKKAKKPAAAGVKKVAKSPKKAKAAAKPKKATKSPAKPKAVKPKAAKPKAAKPKAAKPKAAKAKKAAAKKK, which amino acid positions are active epitope sites? The epitope positions are: [140, 141, 142, 143, 144, 145, 146, 147, 148, 149, 150, 151, 152, 153, 154]. The amino acids at these positions are: KAKKAAGAKKAVKKT. (10) Given the antigen sequence: MATPSMLPQWAYMHIAGQDASEYLSPGLVQFARATDTYFNLGNKFRNPTVAPTHDVTTDRSQRLMLRFVPVDREDNTYSYKVRYTLAVGDNRVLDMASTFFDIRGVLDRGPSFKPYSGTAYNSLAPKGAPNTSQWIAEGVKNGEERVTEEENNTTTYTFGNAPVKAEAEITKEGLPIGLKVSDEESKPIYADKTYQPEPQLGDETWTDLDGKTEKYGGRALKPDTKMKPCYGSFAKPTTVKGGQAKPKTTEQPNQKVEYDIDMEFFDAASQKTNLSPKIVMYAENVNLETPDTHVVYKPESEDTSSEANLGQQSMPNRPNYIGFRDNFIGLMYYNSTGNMGVLAGQASQLNAVVDLQDRNTELSYQLLLDSLGDRTRYFSMWNQAVDSYDPDVRVIENHGVEDELPNYCFPLNGIGVPTTSYKSIVSNGDNAPNWKEPEVNGTSEIRQGNLSAMEINLQANLWRSFLYSNVALYLPDSYKYTPSNVTLPENKNTYDYMNG..., which amino acid positions are active epitope sites? The epitope positions are: [246, 247, 248, 249, 250, 251, 252, 253, 254, 255, 256, 257, 258]. The amino acids at these positions are: PKTTEQPNQKVEY.